From a dataset of Forward reaction prediction with 1.9M reactions from USPTO patents (1976-2016). Predict the product of the given reaction. (1) Given the reactants [CH3:1][O:2][C:3]1[CH:8]=[C:7]([CH2:9][O:10][CH3:11])[CH:6]=[C:5]([O:12][CH3:13])[C:4]=1[C:14]1[N:15]2[N:21]=[C:20]([O:22][CH3:23])[C:19]([NH:24][CH2:25][CH2:26][CH3:27])=[C:16]2[S:17][CH:18]=1.Cl.Cl[C:30]1[CH:35]=[CH:34][N:33]=[CH:32][CH:31]=1.CC(C)([O-])C.[Na+].[O-]P([O-])([O-])=O.[K+].[K+].[K+].C1(P(C2C=CC=CC=2)C2C3OC4C(=CC=CC=4P(C4C=CC=CC=4)C4C=CC=CC=4)C(C)(C)C=3C=CC=2)C=CC=CC=1, predict the reaction product. The product is: [CH3:1][O:2][C:3]1[CH:8]=[C:7]([CH2:9][O:10][CH3:11])[CH:6]=[C:5]([O:12][CH3:13])[C:4]=1[C:14]1[N:15]2[N:21]=[C:20]([O:22][CH3:23])[C:19]([N:24]([CH2:25][CH2:26][CH3:27])[C:30]3[CH:35]=[CH:34][N:33]=[CH:32][CH:31]=3)=[C:16]2[S:17][CH:18]=1. (2) Given the reactants C(N(C(C)C)C(C)C)C.[Br:10][C:11]1[C:16]([OH:17])=[C:15]([F:18])[C:14]([O:19][CH2:20][CH2:21][CH2:22][CH3:23])=[CH:13][CH:12]=1.[CH3:24][O:25][CH2:26][CH2:27][O:28][CH2:29]Cl.O, predict the reaction product. The product is: [Br:10][C:11]1[CH:12]=[CH:13][C:14]([O:19][CH2:20][CH2:21][CH2:22][CH3:23])=[C:15]([F:18])[C:16]=1[O:17][CH2:24][O:25][CH2:26][CH2:27][O:28][CH3:29]. (3) Given the reactants [CH3:1][C@@H:2]([C@@H:44]1[C@@:48]2([CH3:88])[CH2:49][C@@H:50]([OH:87])[C@@:51]3([CH3:86])[C@@H:56]4[CH2:57][CH2:58][C@H:59]([O:63][C@@H]5O[C@H](CO[C@@H]6O[C@H](CO)[C@@H](O)[C@H](O)[C@H]6O)[C@@H](O)[C@H](O)[C@H]5O)[C:60]([CH3:62])([CH3:61])[C:55]4=[CH:54][CH2:53][C@H:52]3[C@:47]2([CH3:89])[CH2:46][CH2:45]1)[CH2:3][CH2:4][C@@H:5]([O:10][C@@H]1O[C@H](CO[C@@H]2O[C@H](CO)[C@@H](O)[C@H](O)[C@H]2O)[C@@H](O)[C@H](O)[C@H]1O[C@@H]1O[C@H](CO)[C@@H](O)[C@H](O)[C@H]1O)[C:6]([OH:9])([CH3:8])[CH3:7], predict the reaction product. The product is: [CH3:1][C@@H:2]([C@@H:44]1[C@@:48]2([CH3:88])[CH2:49][C@@H:50]([OH:87])[C@@:51]3([CH3:86])[C@@H:56]4[CH2:57][CH2:58][C@H:59]([OH:63])[C:60]([CH3:62])([CH3:61])[C:55]4=[CH:54][CH2:53][C@H:52]3[C@:47]2([CH3:89])[CH2:46][CH2:45]1)[CH2:3][CH2:4][C@@H:5]([OH:10])[C:6]([OH:9])([CH3:7])[CH3:8]. (4) Given the reactants [F:1][C:2]1[CH:62]=[CH:61][C:5]([CH2:6][N:7]2[CH:11]=[C:10]([CH:12]([OH:60])[C@@H:13]3[C@@:17]4([CH3:58])[CH2:18][C@@H:19]([O:54]COC)[CH:20]5[C@:33]67[C@@:24]([OH:53])([CH2:25][C@@H:26]([O:36][C@H:37]8[C@@H:42]9[O:43]C(C)(C)[O:45][C@@H:41]9[C@@H:40]([O:48]COC)[C@H:39]([CH3:52])[O:38]8)[CH2:27][C@H:28]6[O:29]C(C)(C)[O:31][CH2:32]7)[CH2:23][CH2:22][CH:21]5[C@@:16]4([OH:59])[CH2:15][CH2:14]3)[N:9]=[N:8]2)=[CH:4][CH:3]=1, predict the reaction product. The product is: [F:1][C:2]1[CH:3]=[CH:4][C:5]([CH2:6][N:7]2[CH:11]=[C:10]([CH:12]([OH:60])[C@@H:13]3[C@:17]4([CH3:58])[C@@:16]([OH:59])([CH:21]5[CH:20]([C@H:19]([OH:54])[CH2:18]4)[C@:33]4([CH2:32][OH:31])[C@@:24]([OH:53])([CH2:25][C@@H:26]([O:36][C@H:37]6[C@H:42]([OH:43])[C@H:41]([OH:45])[C@@H:40]([OH:48])[C@H:39]([CH3:52])[O:38]6)[CH2:27][C@H:28]4[OH:29])[CH2:23][CH2:22]5)[CH2:15][CH2:14]3)[N:9]=[N:8]2)=[CH:61][CH:62]=1.